This data is from NCI-60 drug combinations with 297,098 pairs across 59 cell lines. The task is: Regression. Given two drug SMILES strings and cell line genomic features, predict the synergy score measuring deviation from expected non-interaction effect. (1) Drug 1: CN1CCC(CC1)COC2=C(C=C3C(=C2)N=CN=C3NC4=C(C=C(C=C4)Br)F)OC. Drug 2: CC1=C(C(=CC=C1)Cl)NC(=O)C2=CN=C(S2)NC3=CC(=NC(=N3)C)N4CCN(CC4)CCO. Cell line: DU-145. Synergy scores: CSS=22.9, Synergy_ZIP=0.0215, Synergy_Bliss=3.14, Synergy_Loewe=0.415, Synergy_HSA=1.88. (2) Drug 1: CCN(CC)CCNC(=O)C1=C(NC(=C1C)C=C2C3=C(C=CC(=C3)F)NC2=O)C. Drug 2: CCC1(CC2CC(C3=C(CCN(C2)C1)C4=CC=CC=C4N3)(C5=C(C=C6C(=C5)C78CCN9C7C(C=CC9)(C(C(C8N6C)(C(=O)OC)O)OC(=O)C)CC)OC)C(=O)OC)O.OS(=O)(=O)O. Cell line: SK-MEL-28. Synergy scores: CSS=6.48, Synergy_ZIP=-3.55, Synergy_Bliss=1.42, Synergy_Loewe=-1.92, Synergy_HSA=-0.779. (3) Drug 1: CCC1=CC2CC(C3=C(CN(C2)C1)C4=CC=CC=C4N3)(C5=C(C=C6C(=C5)C78CCN9C7C(C=CC9)(C(C(C8N6C)(C(=O)OC)O)OC(=O)C)CC)OC)C(=O)OC.C(C(C(=O)O)O)(C(=O)O)O. Drug 2: CC1=C(C=C(C=C1)NC(=O)C2=CC=C(C=C2)CN3CCN(CC3)C)NC4=NC=CC(=N4)C5=CN=CC=C5. Cell line: HS 578T. Synergy scores: CSS=60.6, Synergy_ZIP=0.779, Synergy_Bliss=5.15, Synergy_Loewe=-20.7, Synergy_HSA=6.03. (4) Drug 1: CN1C(=O)N2C=NC(=C2N=N1)C(=O)N. Drug 2: C1=NNC2=C1C(=O)NC=N2. Cell line: COLO 205. Synergy scores: CSS=3.07, Synergy_ZIP=0.495, Synergy_Bliss=1.55, Synergy_Loewe=1.65, Synergy_HSA=0.527. (5) Drug 1: C1=CC(=C2C(=C1NCCNCCO)C(=O)C3=C(C=CC(=C3C2=O)O)O)NCCNCCO. Drug 2: C1=CC=C(C(=C1)C(C2=CC=C(C=C2)Cl)C(Cl)Cl)Cl. Cell line: MCF7. Synergy scores: CSS=43.2, Synergy_ZIP=9.11, Synergy_Bliss=8.98, Synergy_Loewe=-17.9, Synergy_HSA=9.51. (6) Drug 1: C1=C(C(=O)NC(=O)N1)N(CCCl)CCCl. Drug 2: C1=NNC2=C1C(=O)NC=N2. Cell line: TK-10. Synergy scores: CSS=-4.85, Synergy_ZIP=-4.79, Synergy_Bliss=-9.91, Synergy_Loewe=-16.5, Synergy_HSA=-11.0. (7) Drug 1: CN1C(=O)N2C=NC(=C2N=N1)C(=O)N. Drug 2: CC(C)CN1C=NC2=C1C3=CC=CC=C3N=C2N. Cell line: UACC62. Synergy scores: CSS=1.61, Synergy_ZIP=-2.33, Synergy_Bliss=-2.36, Synergy_Loewe=-1.62, Synergy_HSA=-2.60. (8) Drug 1: CNC(=O)C1=CC=CC=C1SC2=CC3=C(C=C2)C(=NN3)C=CC4=CC=CC=N4. Drug 2: C1=CN(C=N1)CC(O)(P(=O)(O)O)P(=O)(O)O. Cell line: SN12C. Synergy scores: CSS=6.11, Synergy_ZIP=-1.78, Synergy_Bliss=1.07, Synergy_Loewe=-7.53, Synergy_HSA=0.743. (9) Drug 1: C1CC(=O)NC(=O)C1N2C(=O)C3=CC=CC=C3C2=O. Drug 2: C1CNP(=O)(OC1)N(CCCl)CCCl. Cell line: CCRF-CEM. Synergy scores: CSS=-6.45, Synergy_ZIP=16.7, Synergy_Bliss=8.95, Synergy_Loewe=-3.62, Synergy_HSA=-0.328. (10) Drug 1: C1=CN(C(=O)N=C1N)C2C(C(C(O2)CO)O)O.Cl. Drug 2: C1=NNC2=C1C(=O)NC=N2. Cell line: 786-0. Synergy scores: CSS=18.4, Synergy_ZIP=-3.72, Synergy_Bliss=2.87, Synergy_Loewe=-7.27, Synergy_HSA=0.601.